Dataset: Full USPTO retrosynthesis dataset with 1.9M reactions from patents (1976-2016). Task: Predict the reactants needed to synthesize the given product. (1) Given the product [OH:12][N:11]=[C:1]([NH2:10])[CH:2]=[CH:3][C:4]1[CH:9]=[CH:8][CH:7]=[CH:6][CH:5]=1, predict the reactants needed to synthesize it. The reactants are: [C:1](#[N:10])[CH:2]=[CH:3][C:4]1[CH:9]=[CH:8][CH:7]=[CH:6][CH:5]=1.[NH2:11][OH:12]. (2) Given the product [O:29]=[C:25]([C:16]1[CH:17]=[C:18]([C:21]([F:22])([F:23])[F:24])[CH:19]=[CH:20][C:15]=1[CH2:14][N:11]1[CH2:10][CH2:9][NH:8][CH2:13][CH2:12]1)[C:26]([OH:28])=[O:27], predict the reactants needed to synthesize it. The reactants are: C(OC([N:8]1[CH2:13][CH2:12][N:11]([CH2:14][C:15]2[CH:20]=[CH:19][C:18]([C:21]([F:24])([F:23])[F:22])=[CH:17][C:16]=2[C:25](=[O:29])[C:26]([OH:28])=[O:27])[CH2:10][CH2:9]1)=O)(C)(C)C.FC(F)(F)C(O)=O. (3) Given the product [CH3:1][C:2]([N:6]1[CH:10]=[C:9]([N+:11]([O-:13])=[O:12])[N:8]=[CH:7]1)([CH3:5])[CH2:3][N:14]1[CH2:19][CH2:18][O:17][CH2:16][CH2:15]1, predict the reactants needed to synthesize it. The reactants are: [CH3:1][C:2]([N:6]1[CH:10]=[C:9]([N+:11]([O-:13])=[O:12])[N:8]=[CH:7]1)([CH3:5])[CH:3]=O.[NH:14]1[CH2:19][CH2:18][O:17][CH2:16][CH2:15]1. (4) Given the product [CH3:15][O:14][C:7]1[CH:8]=[C:9]([O:12][CH3:13])[CH:10]=[C:11]2[C:6]=1[CH:5]=[N:4][N:3]=[C:2]2[NH:16][CH:17]1[CH2:18][CH2:19][N:20]([CH2:23][C:24]2[CH:33]=[CH:32][C:31]3[C:26](=[CH:27][CH:28]=[CH:29][CH:30]=3)[CH:25]=2)[CH2:21][CH2:22]1, predict the reactants needed to synthesize it. The reactants are: Cl[C:2]1[C:11]2[C:6](=[C:7]([O:14][CH3:15])[CH:8]=[C:9]([O:12][CH3:13])[CH:10]=2)[CH:5]=[N:4][N:3]=1.[NH2:16][CH:17]1[CH2:22][CH2:21][N:20]([CH2:23][C:24]2[CH:33]=[CH:32][C:31]3[C:26](=[CH:27][CH:28]=[CH:29][CH:30]=3)[CH:25]=2)[CH2:19][CH2:18]1. (5) Given the product [Cl:1][C:2]1[CH:3]=[C:4]2[C:13](=[CH:14][CH:15]=1)[C:12]([CH3:16])=[C:11]1[C:6]([CH:7]=[CH:8][C:9]([O:27][CH3:28])=[CH:10]1)=[N:5]2, predict the reactants needed to synthesize it. The reactants are: [Cl:1][C:2]1[CH:3]=[C:4]2[C:13](=[CH:14][CH:15]=1)[C:12]([CH:16](C(OCC)=O)C(OCC)=O)=[C:11]1[C:6]([CH:7]=[CH:8][C:9]([O:27][CH3:28])=[CH:10]1)=[N:5]2. (6) Given the product [NH2:29][C:5]1[CH:4]=[C:3]([C:1]#[N:2])[CH:8]=[CH:7][C:6]=1[C@@H:9]1[C:14]([C:15]#[N:16])=[C:13]([CH3:17])[N:12]([C:18]2[CH:23]=[CH:22][CH:21]=[C:20]([C:24]([F:27])([F:26])[F:25])[CH:19]=2)[C:11](=[O:28])[NH:10]1, predict the reactants needed to synthesize it. The reactants are: [C:1]([C:3]1[CH:8]=[CH:7][C:6]([C@@H:9]2[C:14]([C:15]#[N:16])=[C:13]([CH3:17])[N:12]([C:18]3[CH:23]=[CH:22][CH:21]=[C:20]([C:24]([F:27])([F:26])[F:25])[CH:19]=3)[C:11](=[O:28])[NH:10]2)=[C:5]([N+:29]([O-])=O)[CH:4]=1)#[N:2]. (7) Given the product [F:32][C:28]1[CH:27]=[C:26]([CH:31]=[CH:30][CH:29]=1)[CH2:25][N:21]1[C:22]2[C:18](=[CH:17][C:16]([NH:15][C:9]3[C:8]4=[C:7]([CH3:33])[C:6]([C:4]([OH:5])=[O:3])=[CH:14][N:13]4[N:12]=[CH:11][N:10]=3)=[CH:24][CH:23]=2)[CH:19]=[N:20]1, predict the reactants needed to synthesize it. The reactants are: C([O:3][C:4]([C:6]1[C:7]([CH3:33])=[C:8]2[N:13]([CH:14]=1)[N:12]=[CH:11][N:10]=[C:9]2[NH:15][C:16]1[CH:17]=[C:18]2[C:22](=[CH:23][CH:24]=1)[N:21]([CH2:25][C:26]1[CH:31]=[CH:30][CH:29]=[C:28]([F:32])[CH:27]=1)[N:20]=[CH:19]2)=[O:5])C.[OH-].[Na+].Cl.